Dataset: Catalyst prediction with 721,799 reactions and 888 catalyst types from USPTO. Task: Predict which catalyst facilitates the given reaction. (1) Reactant: C[O:2][C:3]([C:5]1[NH:6][C:7]2[C:12]([CH:13]=1)=[CH:11][C:10]([S:14]([CH3:17])(=[O:16])=[O:15])=[CH:9][CH:8]=2)=[O:4].[H-].[Na+].Br[CH2:21][C:22]([NH:24][C:25]1[CH:30]=[CH:29][C:28]([Cl:31])=[CH:27][N:26]=1)=[O:23].O. Product: [Cl:31][C:28]1[CH:29]=[CH:30][C:25]([NH:24][C:22]([CH2:21][N:6]2[C:7]3[C:12](=[CH:11][C:10]([S:14]([CH3:17])(=[O:16])=[O:15])=[CH:9][CH:8]=3)[CH:13]=[C:5]2[C:3]([OH:2])=[O:4])=[O:23])=[N:26][CH:27]=1. The catalyst class is: 3. (2) Reactant: [CH3:1][O:2][C:3]1[CH:4]=[C:5](Br)[CH:6]=[C:7]([O:11][CH3:12])[C:8]=1[O:9][CH3:10].C([Li])CCC.[CH3:19][O:20][C:21]1[CH:22]=[CH:23][C:24]2[C:30](=[O:31])[CH2:29][CH2:28][CH2:27][CH2:26][C:25]=2[CH:32]=1.O. Product: [CH3:19][O:20][C:21]1[CH:22]=[CH:23][C:24]2[C:30]([C:5]3[CH:4]=[C:3]([O:2][CH3:1])[C:8]([O:9][CH3:10])=[C:7]([O:11][CH3:12])[CH:6]=3)([OH:31])[CH2:29][CH2:28][CH2:27][CH2:26][C:25]=2[CH:32]=1. The catalyst class is: 28. (3) Reactant: Cl[C:2]1[C:7]([N+:8]([O-:10])=[O:9])=[CH:6][N:5]=[C:4]([N:11]2[CH2:16][CH2:15][N:14]([CH3:17])[CH2:13][CH2:12]2)[CH:3]=1.[C:18]1([CH3:24])[CH:23]=[CH:22][CH:21]=[CH:20][CH:19]=1.C1(C)C=CC=CC=1OBO.O. Product: [CH3:17][N:14]1[CH2:15][CH2:16][N:11]([C:4]2[CH:3]=[C:2]([C:19]3[CH:20]=[CH:21][CH:22]=[CH:23][C:18]=3[CH3:24])[C:7]([N+:8]([O-:10])=[O:9])=[CH:6][N:5]=2)[CH2:12][CH2:13]1. The catalyst class is: 535. (4) Reactant: [CH3:1][O:2][C:3]([C:5]1[CH:10]=[CH:9][C:8]([NH:11][CH2:12][CH2:13][CH2:14][CH2:15][CH2:16][O:17][CH2:18][C:19]([OH:21])=O)=[CH:7][CH:6]=1)=[O:4].Cl.[NH2:23][C@@H:24]([C:50]([CH3:53])([CH3:52])[CH3:51])[C:25]([N:27]1[CH2:31][C@H:30]([OH:32])[CH2:29][C@H:28]1[C:33]([NH:35][C@H:36]([C:38]1[CH:43]=[CH:42][C:41]([C:44]2[S:48][CH:47]=[N:46][C:45]=2[CH3:49])=[CH:40][CH:39]=1)[CH3:37])=[O:34])=[O:26].F[B-](F)(F)F.N1(OC(N(C)C)=[N+](C)C)C2C=CC=CC=2N=N1.C(N(C(C)C)CC)(C)C. Product: [OH:32][C@H:30]1[CH2:31][N:27]([C:25](=[O:26])[C@@H:24]([NH:23][C:19](=[O:21])[CH2:18][O:17][CH2:16][CH2:15][CH2:14][CH2:13][CH2:12][NH:11][C:8]2[CH:7]=[CH:6][C:5]([C:3]([O:2][CH3:1])=[O:4])=[CH:10][CH:9]=2)[C:50]([CH3:53])([CH3:52])[CH3:51])[C@H:28]([C:33](=[O:34])[NH:35][C@H:36]([C:38]2[CH:39]=[CH:40][C:41]([C:44]3[S:48][CH:47]=[N:46][C:45]=3[CH3:49])=[CH:42][CH:43]=2)[CH3:37])[CH2:29]1. The catalyst class is: 2. (5) Product: [CH3:2][C:37]1[N:36]=[C:35]([NH:42][CH2:43][C:44]2[C:49]([F:50])=[CH:48][CH:47]=[C:46]([F:51])[C:45]=2[F:52])[N:34]([C:31]2[CH:32]=[CH:33][C:28]([F:27])=[CH:29][CH:30]=2)[C:38]=1[C:39]([OH:41])=[O:40]. Reactant: F[C:2]1C=CC(N2C(C(O)=O)=CN=C2SCC2C(F)=CC=C(F)C=2F)=CC=1.[F:27][C:28]1[CH:33]=[CH:32][C:31]([N:34]2[C:38]([C:39]([O-:41])=[O:40])=[CH:37][N:36]=[C:35]2[NH:42][CH2:43][C:44]2[C:49]([F:50])=[CH:48][CH:47]=[C:46]([F:51])[C:45]=2[F:52])=[CH:30][CH:29]=1. The catalyst class is: 36.